Dataset: Forward reaction prediction with 1.9M reactions from USPTO patents (1976-2016). Task: Predict the product of the given reaction. (1) Given the reactants [CH2:1]([O:8][C:9]([NH:11][C:12]1[CH:13]=[N:14][CH:15]=[CH:16][C:17]=1[C@H:18]1[CH2:23][C@@H:22]([NH:24][C:25](=[O:34])[O:26][CH2:27][C:28]2[CH:33]=[CH:32][CH:31]=[CH:30][CH:29]=2)[C:21](=[O:35])[C@@H:20]([CH3:36])[CH2:19]1)=[O:10])[C:2]1[CH:7]=[CH:6][CH:5]=[CH:4][CH:3]=1.[CH2:37](O)[CH2:38][OH:39].B(F)(F)F.CCOCC, predict the reaction product. The product is: [CH2:1]([O:8][C:9]([NH:11][C:12]1[CH:13]=[N:14][CH:15]=[CH:16][C:17]=1[C@@H:18]1[CH2:19][C@H:20]([CH3:36])[C:21]2([O:39][CH2:38][CH2:37][O:35]2)[C@H:22]([NH:24][C:25](=[O:34])[O:26][CH2:27][C:28]2[CH:33]=[CH:32][CH:31]=[CH:30][CH:29]=2)[CH2:23]1)=[O:10])[C:2]1[CH:7]=[CH:6][CH:5]=[CH:4][CH:3]=1. (2) Given the reactants [Cl:1][C:2]1[CH:7]=[CH:6][C:5]([C:8]2[S:9][CH:10]=[C:11]([C:13]([CH3:17])([CH3:16])[CH2:14][NH2:15])[N:12]=2)=[CH:4][CH:3]=1.[F:18][C:19]([F:35])([F:34])[C:20]1[O:24][N:23]=[C:22]([C:25]2[CH:26]=[N:27][CH:28]=[C:29]([CH:33]=2)[C:30](O)=[O:31])[N:21]=1, predict the reaction product. The product is: [Cl:1][C:2]1[CH:3]=[CH:4][C:5]([C:8]2[S:9][CH:10]=[C:11]([C:13]([CH3:17])([CH3:16])[CH2:14][NH:15][C:30](=[O:31])[C:29]3[CH:33]=[C:25]([C:22]4[N:21]=[C:20]([C:19]([F:35])([F:34])[F:18])[O:24][N:23]=4)[CH:26]=[N:27][CH:28]=3)[N:12]=2)=[CH:6][CH:7]=1. (3) Given the reactants FC1C=C(CN)C=NC=1.[O:10]1[CH:14]=[C:13]([CH2:15][NH2:16])[N:12]=[CH:11]1.[CH2:17]([N:21]1[CH2:25][CH2:24][N:23]([C:26]2[S:27][C:28]([C:32](O)=[O:33])=[C:29]([CH3:31])[N:30]=2)[C:22]1=[O:35])[CH:18]([CH3:20])[CH3:19], predict the reaction product. The product is: [CH2:17]([N:21]1[CH2:25][CH2:24][N:23]([C:26]2[S:27][C:28]([C:32]([NH:16][CH2:15][C:13]3[N:12]=[CH:11][O:10][CH:14]=3)=[O:33])=[C:29]([CH3:31])[N:30]=2)[C:22]1=[O:35])[CH:18]([CH3:20])[CH3:19]. (4) The product is: [Cl:1][C:2]1[N:7]=[C:6]2[S:9][C:10]([NH2:11])=[N:8][C:5]2=[CH:4][CH:3]=1. Given the reactants [Cl:1][C:2]1[N:7]=[CH:6][C:5]([NH2:8])=[CH:4][CH:3]=1.[S-:9][C:10]#[N:11].[K+].BrBr, predict the reaction product. (5) Given the reactants Cl.[CH:2]1([C:7](=[NH:21])[NH:8][C:9]2[CH:10]=[C:11]([CH:16]=[CH:17][C:18]=2[O:19][CH3:20])[C:12]([O:14][CH3:15])=[O:13])[CH2:6][CH2:5][CH2:4][CH2:3]1.[O-]Cl.[Na+].C([O-])(O)=O.[Na+], predict the reaction product. The product is: [CH:2]1([C:7]2[NH:8][C:9]3[C:18]([O:19][CH3:20])=[CH:17][CH:16]=[C:11]([C:12]([O:14][CH3:15])=[O:13])[C:10]=3[N:21]=2)[CH2:6][CH2:5][CH2:4][CH2:3]1.